This data is from Full USPTO retrosynthesis dataset with 1.9M reactions from patents (1976-2016). The task is: Predict the reactants needed to synthesize the given product. (1) Given the product [ClH:77].[C:1]1([S:7][C:8]2[CH:13]=[CH:12][CH:11]=[CH:10][C:9]=2[NH:14][S:15]([C:18]2[CH:30]=[CH:29][C:21]([C:22]([NH:24][CH2:25][C:26](=[O:28])[NH:45][CH2:44][CH:41]3[CH2:42][CH2:43][NH:38][CH2:39][CH2:40]3)=[O:23])=[CH:20][CH:19]=2)(=[O:16])=[O:17])[CH:2]=[CH:3][CH:4]=[CH:5][CH:6]=1, predict the reactants needed to synthesize it. The reactants are: [C:1]1([S:7][C:8]2[CH:13]=[CH:12][CH:11]=[CH:10][C:9]=2[NH:14][S:15]([C:18]2[CH:30]=[CH:29][C:21]([C:22]([NH:24][CH2:25][C:26]([OH:28])=O)=[O:23])=[CH:20][CH:19]=2)(=[O:17])=[O:16])[CH:6]=[CH:5][CH:4]=[CH:3][CH:2]=1.C(OC([N:38]1[CH2:43][CH2:42][CH:41]([CH2:44][NH2:45])[CH2:40][CH2:39]1)=O)(C)(C)C.CN(C(ON1N=NC2C=CC=CC1=2)=[N+](C)C)C.F[P-](F)(F)(F)(F)F.C(N(CC)CC)C.[Cl:77]CCl. (2) Given the product [CH3:7][N:5]1[N:4]=[N:3][C:2]([N:1]=[CH:20][C:19]2[CH:22]=[C:23]([C:25]([F:27])([F:28])[F:26])[CH:24]=[C:17]([C:16]([F:15])([F:29])[F:30])[CH:18]=2)=[N:6]1, predict the reactants needed to synthesize it. The reactants are: [NH2:1][C:2]1[N:3]=[N:4][N:5]([CH3:7])[N:6]=1.NC1N(C)N=NN=1.[F:15][C:16]([F:30])([F:29])[C:17]1[CH:18]=[C:19]([CH:22]=[C:23]([C:25]([F:28])([F:27])[F:26])[CH:24]=1)[CH:20]=O. (3) Given the product [Cl:1][C:2]1[N:7]=[C:6]([C:8]([F:11])([F:10])[F:9])[C:5]([C:12]([N:18]2[CH2:23][CH2:22][O:21][CH2:20][CH2:19]2)=[O:13])=[CH:4][N:3]=1, predict the reactants needed to synthesize it. The reactants are: [Cl:1][C:2]1[N:7]=[C:6]([C:8]([F:11])([F:10])[F:9])[C:5]([C:12](Cl)=[O:13])=[CH:4][N:3]=1.ClCCl.[NH:18]1[CH2:23][CH2:22][O:21][CH2:20][CH2:19]1.C(N(CC)CC)C. (4) The reactants are: [Br:1][C:2]1[CH:3]=[CH:4][C:5]([N+:16]([O-])=O)=[C:6]([CH:15]=1)[NH:7][CH2:8][CH:9]1[CH2:14][CH2:13][CH2:12][CH2:11][CH2:10]1.[Cl-].[Ca+2].[Cl-].C(O)C. Given the product [Br:1][C:2]1[CH:15]=[C:6]([NH:7][CH2:8][CH:9]2[CH2:14][CH2:13][CH2:12][CH2:11][CH2:10]2)[C:5]([NH2:16])=[CH:4][CH:3]=1, predict the reactants needed to synthesize it.